From a dataset of Reaction yield outcomes from USPTO patents with 853,638 reactions. Predict the reaction yield, written as a fraction of the theoretical maximum amount of product (1.0 means a 100% yield; for example, 0.34 means a 34% yield). The catalyst is ClCCl.CN(C=O)C. The yield is 0.220. The reactants are C1CN([P+](Br)(N2CCCC2)N2CCCC2)CC1.F[P-](F)(F)(F)(F)F.[CH:25]1([CH2:28][N:29]2[CH2:34][CH2:33][CH:32]([C:35]([OH:37])=O)[CH2:31][CH2:30]2)[CH2:27][CH2:26]1.[NH2:38][CH2:39][C:40]1[CH:56]=[CH:55][C:43]([C:44]([N:46]([C:48]2[CH:53]=[CH:52][C:51]([Cl:54])=[CH:50][CH:49]=2)[CH3:47])=[O:45])=[CH:42][C:41]=1[CH3:57]. The product is [Cl:54][C:51]1[CH:52]=[CH:53][C:48]([N:46]([CH3:47])[C:44]([C:43]2[CH:55]=[CH:56][C:40]([CH2:39][NH:38][C:35]([CH:32]3[CH2:31][CH2:30][N:29]([CH2:28][CH:25]4[CH2:26][CH2:27]4)[CH2:34][CH2:33]3)=[O:37])=[C:41]([CH3:57])[CH:42]=2)=[O:45])=[CH:49][CH:50]=1.